The task is: Predict the reactants needed to synthesize the given product.. This data is from Full USPTO retrosynthesis dataset with 1.9M reactions from patents (1976-2016). Given the product [OH2:4].[C:2]([OH:7])(=[O:6])[C:3]([OH:5])=[O:4].[O:54]1[CH:55]=[CH:56][C:52]2[CH:51]=[CH:50][CH:49]=[C:48]([O:17][CH2:18][C@@H:19]([OH:42])[CH2:20][N:21]3[CH2:22][CH2:23][CH:24]([C:27]4[S:31][C:30]5[CH:32]=[CH:33][CH:34]=[CH:35][C:29]=5[C:28]=4[CH2:36][CH2:37][CH2:38][N:39]([CH3:41])[CH3:40])[CH2:25][CH2:26]3)[C:53]1=2.[O:54]1[CH:55]=[CH:56][C:52]2[CH:51]=[CH:50][CH:49]=[C:48]([O:47][CH2:46][C@@H:44]([OH:43])[CH2:45][N:21]3[CH2:26][CH2:25][CH:24]([C:27]4[S:31][C:30]5[CH:32]=[CH:33][CH:34]=[CH:35][C:29]=5[C:28]=4[CH2:36][CH2:37][CH2:38][N:39]([CH3:41])[CH3:40])[CH2:23][CH2:22]3)[C:53]1=2.[C:2]([OH:7])(=[O:6])[C:3]([OH:5])=[O:4], predict the reactants needed to synthesize it. The reactants are: O.[C:2]([OH:7])(=[O:6])[C:3]([OH:5])=[O:4].O1C=CC2C([O:17][CH2:18][C@@H:19]([OH:42])[CH2:20][N:21]3[CH2:26][CH2:25][CH:24]([C:27]4[S:31][C:30]5[CH:32]=[CH:33][CH:34]=[CH:35][C:29]=5[C:28]=4[CH2:36][CH2:37][CH2:38][N:39]([CH3:41])[CH3:40])[CH2:23][CH2:22]3)=CC=CC1=2.[O:43]1[CH2:45][C@H:44]1[CH2:46][O:47][C:48]1[C:53]2[O:54][CH:55]=[CH:56][C:52]=2[CH:51]=[CH:50][CH:49]=1.